Dataset: Reaction yield outcomes from USPTO patents with 853,638 reactions. Task: Predict the reaction yield, written as a fraction of the theoretical maximum amount of product (1.0 means a 100% yield; for example, 0.34 means a 34% yield). The reactants are Br[C:2]1[CH:23]=[CH:22][C:5]2[C:6]3[N:7]=[C:8]([N:14]4[C:18]([CH3:19])=[N:17][N:16]([CH3:20])[C:15]4=[O:21])[S:9][C:10]=3[CH2:11][CH2:12][O:13][C:4]=2[CH:3]=1.IC1C=CC2C3N=C(N4C(C)=NN(C)C4=O)SC=3CCOC=2C=1.[CH3:47][C:48]([OH:65])([CH3:64])[CH2:49][N:50]1[CH:54]=[C:53](B2OC(C)(C)C(C)(C)O2)[CH:52]=[N:51]1.C(Cl)Cl.C(=O)([O-])[O-].[Cs+].[Cs+]. The catalyst is C1C=CC(P(C2C=CC=CC=2)[C-]2C=CC=C2)=CC=1.C1C=CC(P(C2C=CC=CC=2)[C-]2C=CC=C2)=CC=1.Cl[Pd]Cl.[Fe+2].O.C1COCC1. The product is [OH:65][C:48]([CH3:64])([CH3:47])[CH2:49][N:50]1[CH:54]=[C:53]([C:2]2[CH:23]=[CH:22][C:5]3[C:6]4[N:7]=[C:8]([N:14]5[C:18]([CH3:19])=[N:17][N:16]([CH3:20])[C:15]5=[O:21])[S:9][C:10]=4[CH2:11][CH2:12][O:13][C:4]=3[CH:3]=2)[CH:52]=[N:51]1. The yield is 0.270.